This data is from Peptide-MHC class I binding affinity with 185,985 pairs from IEDB/IMGT. The task is: Regression. Given a peptide amino acid sequence and an MHC pseudo amino acid sequence, predict their binding affinity value. This is MHC class I binding data. The peptide sequence is KSFCVTIL. The MHC is H-2-Kb with pseudo-sequence H-2-Kb. The binding affinity (normalized) is 0.492.